From a dataset of Catalyst prediction with 721,799 reactions and 888 catalyst types from USPTO. Predict which catalyst facilitates the given reaction. (1) Reactant: [CH3:1][O:2][C:3]1[CH:4]=[C:5]2[C:9](=[CH:10][CH:11]=1)[NH:8][CH:7]=[C:6]2CC(O)=O.[OH-].[K+].[CH3:18]I.[C:20]([O:23][CH2:24]C)(=[O:22])[CH3:21]. Product: [CH3:1][O:2][C:3]1[CH:4]=[C:5]2[C:9](=[CH:10][CH:11]=1)[N:8]([CH3:18])[CH:7]=[C:6]2[CH2:21][C:20]([O:23][CH3:24])=[O:22]. The catalyst class is: 21. (2) Reactant: FC(F)(F)S(O[C:7]1[CH:18]=[C:17]([Cl:19])[C:10]2[C:11]([CH:14]3[CH2:16][CH2:15]3)=[N:12][O:13][C:9]=2[CH:8]=1)(=O)=O.[C:22](=[O:29])([O:24][C:25]([CH3:28])([CH3:27])[CH3:26])[NH2:23].CC([O-])(C)C.[Na+]. Product: [C:25]([O:24][C:22](=[O:29])[NH:23][C:7]1[CH:18]=[C:17]([Cl:19])[C:10]2[C:11]([CH:14]3[CH2:16][CH2:15]3)=[N:12][O:13][C:9]=2[CH:8]=1)([CH3:28])([CH3:27])[CH3:26]. The catalyst class is: 101.